Dataset: Full USPTO retrosynthesis dataset with 1.9M reactions from patents (1976-2016). Task: Predict the reactants needed to synthesize the given product. (1) Given the product [F:6][C:7]1[CH:8]=[C:9]([O:15][CH3:16])[C:10]([CH:19]=[O:20])=[C:11]([O:13][CH3:14])[CH:12]=1, predict the reactants needed to synthesize it. The reactants are: P(Cl)(Cl)(Cl)=O.[F:6][C:7]1[CH:12]=[C:11]([O:13][CH3:14])[CH:10]=[C:9]([O:15][CH3:16])[CH:8]=1.CN(C)[CH:19]=[O:20].[OH-].[Na+]. (2) Given the product [CH3:1][N:2]1[CH2:7][CH2:6][N:5]([C:15]2[C:20]([CH:21]=[O:22])=[CH:19][CH:18]=[CH:17][N:16]=2)[CH2:4][CH2:3]1, predict the reactants needed to synthesize it. The reactants are: [CH3:1][N:2]1[CH2:7][CH2:6][NH:5][CH2:4][CH2:3]1.C(=O)([O-])[O-].[K+].[K+].Cl[C:15]1[C:20]([CH:21]=[O:22])=[CH:19][CH:18]=[CH:17][N:16]=1.